From a dataset of Forward reaction prediction with 1.9M reactions from USPTO patents (1976-2016). Predict the product of the given reaction. (1) Given the reactants [Cl:1][C:2]1[CH:8]=[C:7]([O:9][C:10]2[C:19]3[C:14](=[CH:15][C:16]([O:22][CH3:23])=[C:17]([O:20][CH3:21])[CH:18]=3)[N:13]=[CH:12][N:11]=2)[CH:6]=[CH:5][C:3]=1[NH2:4].Cl[C:25](Cl)([O:27][C:28](=[O:34])OC(Cl)(Cl)Cl)Cl.[C:36]1([CH2:42][CH2:43]CO)[CH:41]=[CH:40][CH:39]=[CH:38][CH:37]=1.C(=O)(O)[O-].[Na+], predict the reaction product. The product is: [Cl:1][C:2]1[CH:8]=[C:7]([O:9][C:10]2[C:19]3[C:14](=[CH:15][C:16]([O:22][CH3:23])=[C:17]([O:20][CH3:21])[CH:18]=3)[N:13]=[CH:12][N:11]=2)[CH:6]=[CH:5][C:3]=1[NH:4][C:28](=[O:34])[O:27][CH2:25][CH2:43][CH2:42][C:36]1[CH:41]=[CH:40][CH:39]=[CH:38][CH:37]=1. (2) Given the reactants C(=O)([O-])[O-].[K+].[K+].[OH:7][C:8]1[CH:35]=[CH:34][C:11]([CH2:12][C:13]2[CH:20]=[C:19]([C@@:21]34[O:28][C@@:25]([CH2:29][OH:30])([CH2:26][O:27]3)[C@@H:24]([OH:31])[C@H:23]([OH:32])[C@H:22]4[OH:33])[CH:18]=[CH:17][C:14]=2[C:15]#[N:16])=[CH:10][CH:9]=1.I[CH2:37][CH3:38], predict the reaction product. The product is: [CH2:37]([O:7][C:8]1[CH:9]=[CH:10][C:11]([CH2:12][C:13]2[CH:20]=[C:19]([C@@:21]34[O:28][C@@:25]([CH2:29][OH:30])([CH2:26][O:27]3)[C@@H:24]([OH:31])[C@H:23]([OH:32])[C@H:22]4[OH:33])[CH:18]=[CH:17][C:14]=2[C:15]#[N:16])=[CH:34][CH:35]=1)[CH3:38]. (3) Given the reactants [CH2:1]([O:3][C:4](=[O:34])[C:5]([CH2:17][O:18][C:19](=[O:33])[CH2:20][N:21]1[C:29]2[C:24](=[CH:25][CH:26]=[CH:27][CH:28]=2)[C:23]([N+]([O-])=O)=[CH:22]1)([C:11]1[CH:16]=[CH:15][CH:14]=[CH:13][CH:12]=1)[C:6]([O:8][CH2:9][CH3:10])=[O:7])[CH3:2].C(O)C.O.[Cl-].[NH4+:40], predict the reaction product. The product is: [CH2:9]([O:8][C:6](=[O:7])[C:5]([CH2:17][O:18][C:19](=[O:33])[CH2:20][N:21]1[C:29]2[C:24](=[C:25]([NH2:40])[CH:26]=[CH:27][CH:28]=2)[CH:23]=[CH:22]1)([C:11]1[CH:16]=[CH:15][CH:14]=[CH:13][CH:12]=1)[C:4]([O:3][CH2:1][CH3:2])=[O:34])[CH3:10]. (4) Given the reactants O[O:2][S:3]([O-:5])=O.[K+].[CH:7]1([C:12]2[C:17]([C:18]([O:20][CH3:21])=[O:19])=[CH:16][N:15]=[C:14](SC)[N:13]=2)[CH2:11][CH2:10][CH2:9][CH2:8]1.[C:24](#N)C, predict the reaction product. The product is: [CH:7]1([C:12]2[C:17]([C:18]([O:20][CH3:21])=[O:19])=[CH:16][N:15]=[C:14]([S:3]([CH3:24])(=[O:5])=[O:2])[N:13]=2)[CH2:8][CH2:9][CH2:10][CH2:11]1. (5) Given the reactants [F:1][C:2]1[CH:28]=[C:27]([NH:29][C:30]([C:32]2([C:35](=[O:44])[NH:36][C:37]3[CH:42]=[CH:41][C:40]([F:43])=[CH:39][CH:38]=3)[CH2:34][CH2:33]2)=[O:31])[C:26]([F:45])=[CH:25][C:3]=1[O:4][C:5]1[CH:10]=[CH:9][N:8]=[C:7]([NH:11][C:12]([CH:14]2[CH2:17][N:16](C(OC(C)(C)C)=O)[CH2:15]2)=[O:13])[CH:6]=1.C(O)(C(F)(F)F)=O.C([O-])(O)=O.[Na+], predict the reaction product. The product is: [NH:16]1[CH2:17][CH:14]([C:12]([NH:11][C:7]2[CH:6]=[C:5]([O:4][C:3]3[C:2]([F:1])=[CH:28][C:27]([NH:29][C:30]([C:32]4([C:35]([NH:36][C:37]5[CH:38]=[CH:39][C:40]([F:43])=[CH:41][CH:42]=5)=[O:44])[CH2:34][CH2:33]4)=[O:31])=[C:26]([F:45])[CH:25]=3)[CH:10]=[CH:9][N:8]=2)=[O:13])[CH2:15]1. (6) Given the reactants Cl[C:2]1[N:3]=[N:4][CH:5]=[C:6]([Cl:15])[C:7]=1[NH:8][CH:9]=[N:10][C:11]1([CH3:14])[CH2:13][CH2:12]1.C(=O)([O-])[O-].[Cs+].[Cs+].N1C2C(=CC=C3C=2N=CC=C3)C=CC=1, predict the reaction product. The product is: [Cl:15][C:6]1[C:7]2[N:8]=[CH:9][N:10]([C:11]3([CH3:14])[CH2:13][CH2:12]3)[C:2]=2[N:3]=[N:4][CH:5]=1. (7) Given the reactants Cl[C:2]1[CH:7]=[C:6]([O:8][C:9]2[C:14]([F:15])=[CH:13][CH:12]=[CH:11][C:10]=2[F:16])[CH:5]=[C:4]([Cl:17])[N:3]=1.[CH3:18][C:19]1[N:20]=[C:21]([NH2:24])[S:22][CH:23]=1.P([O-])([O-])([O-])=O.[K+].[K+].[K+].CC1(C)C2C=CC=C(P(C3C=CC=CC=3)C3C=CC=CC=3)C=2OC2C1=CC=CC=2P(C1C=CC=CC=1)C1C=CC=CC=1, predict the reaction product. The product is: [Cl:17][C:4]1[N:3]=[C:2]([NH:24][C:21]2[S:22][CH:23]=[C:19]([CH3:18])[N:20]=2)[CH:7]=[C:6]([O:8][C:9]2[C:14]([F:15])=[CH:13][CH:12]=[CH:11][C:10]=2[F:16])[CH:5]=1. (8) Given the reactants [F:1][C:2]1[CH:7]=[CH:6][C:5]([CH:8]2[C:13]3=[N:14][NH:15][C:16](=[O:21])[C:17]4[CH:18]=[CH:19][CH:20]=[C:11]([C:12]=43)[NH:10][CH:9]2[C:22]2[CH:29]=[CH:28][C:25]([CH:26]=O)=[CH:24][CH:23]=2)=[CH:4][CH:3]=1.C(Cl)Cl.[CH2:33]([NH:35][CH2:36][CH3:37])[CH3:34].[BH4-].[Na+], predict the reaction product. The product is: [CH2:33]([N:35]([CH2:26][C:25]1[CH:24]=[CH:23][C:22]([CH:9]2[NH:10][C:11]3[C:12]4[C:13](=[N:14][NH:15][C:16](=[O:21])[C:17]=4[CH:18]=[CH:19][CH:20]=3)[CH:8]2[C:5]2[CH:4]=[CH:3][C:2]([F:1])=[CH:7][CH:6]=2)=[CH:29][CH:28]=1)[CH2:36][CH3:37])[CH3:34]. (9) Given the reactants C(OC(=O)[NH:7][CH2:8][CH:9]1[CH2:14][CH2:13][CH:12]([CH2:15][NH:16][C:17]2[C:22]([N+:23]([O-:25])=[O:24])=[CH:21][N:20]=[C:19]([NH:26][CH2:27][C:28]3[C:29]([CH3:46])=[C:30]([C:34]4[CH:39]=[CH:38][CH:37]=[C:36]([CH2:40][NH:41][CH2:42][C:43](=[O:45])[NH2:44])[CH:35]=4)[CH:31]=[CH:32][CH:33]=3)[N:18]=2)[CH2:11][CH2:10]1)(C)(C)C.Cl.C([O-])(O)=O.[Na+], predict the reaction product. The product is: [NH2:7][CH2:8][C@H:9]1[CH2:14][CH2:13][C@H:12]([CH2:15][NH:16][C:17]2[C:22]([N+:23]([O-:25])=[O:24])=[CH:21][N:20]=[C:19]([NH:26][CH2:27][C:28]3[C:29]([CH3:46])=[C:30]([C:34]4[CH:39]=[CH:38][CH:37]=[C:36]([CH2:40][NH:41][CH2:42][C:43]([NH2:44])=[O:45])[CH:35]=4)[CH:31]=[CH:32][CH:33]=3)[N:18]=2)[CH2:11][CH2:10]1. (10) The product is: [C:13]([CH2:14][CH2:15][CH:7]([C:1]1[CH:6]=[CH:5][CH:4]=[CH:3][CH:2]=1)[C:8]([O:10][CH2:11][CH3:12])=[O:9])#[N:16]. Given the reactants [C:1]1([CH2:7][C:8]([O:10][CH2:11][CH3:12])=[O:9])[CH:6]=[CH:5][CH:4]=[CH:3][CH:2]=1.[C:13](#[N:16])[CH:14]=[CH2:15], predict the reaction product.